From a dataset of Catalyst prediction with 721,799 reactions and 888 catalyst types from USPTO. Predict which catalyst facilitates the given reaction. (1) Reactant: [C:1]([O:5][CH:6]([C:11]1[C:12]([CH:30]([CH3:32])[CH3:31])=[N:13][C:14]2[C:15]([CH3:29])([CH3:28])[CH2:16][NH:17][CH2:18][C:19]=2[C:20]=1[C:21]1[CH:26]=[CH:25][C:24]([F:27])=[CH:23][CH:22]=1)[C:7]([O:9][CH3:10])=[O:8])([CH3:4])([CH3:3])[CH3:2].[F:33][C:34]1[CH:41]=[CH:40][C:37]([CH:38]=O)=[CH:36][CH:35]=1.CC(O)=O.[BH-](OC(C)=O)(OC(C)=O)OC(C)=O.[Na+]. Product: [C:1]([O:5][CH:6]([C:11]1[C:12]([CH:30]([CH3:32])[CH3:31])=[N:13][C:14]2[C:15]([CH3:29])([CH3:28])[CH2:16][N:17]([CH2:38][C:37]3[CH:40]=[CH:41][C:34]([F:33])=[CH:35][CH:36]=3)[CH2:18][C:19]=2[C:20]=1[C:21]1[CH:26]=[CH:25][C:24]([F:27])=[CH:23][CH:22]=1)[C:7]([O:9][CH3:10])=[O:8])([CH3:4])([CH3:3])[CH3:2]. The catalyst class is: 2. (2) Reactant: C[O:2][C:3]([C:5]1[CH:10]=[C:9]([C:11](=[O:22])[NH:12][CH2:13][C:14]2[CH:19]=[CH:18][CH:17]=[C:16]([O:20][CH3:21])[CH:15]=2)[N:8]=[CH:7][N:6]=1)=[O:4].O1CCCC1.[OH-].[K+].Cl. Product: [CH3:21][O:20][C:16]1[CH:15]=[C:14]([CH:19]=[CH:18][CH:17]=1)[CH2:13][NH:12][C:11]([C:9]1[N:8]=[CH:7][N:6]=[C:5]([C:3]([OH:4])=[O:2])[CH:10]=1)=[O:22]. The catalyst class is: 69. (3) The catalyst class is: 7. Reactant: C([O:8][C:9]1[CH:10]=[C:11]([CH:18]=[CH:19][CH:20]=1)[C:12]([N:14]([O:16][CH3:17])[CH3:15])=[O:13])C1C=CC=CC=1. Product: [OH:8][C:9]1[CH:10]=[C:11]([CH:18]=[CH:19][CH:20]=1)[C:12]([N:14]([O:16][CH3:17])[CH3:15])=[O:13]. (4) Reactant: [CH3:1][O:2][C:3]1[CH:4]=[C:5]([C:18]([O:20]CC)=[O:19])[CH:6]=[C:7]2[C:11]=1[N:10](C1CCCCO1)[N:9]=[CH:8]2.[Li+].[OH-]. Product: [CH3:1][O:2][C:3]1[CH:4]=[C:5]([C:18]([OH:20])=[O:19])[CH:6]=[C:7]2[C:11]=1[NH:10][N:9]=[CH:8]2. The catalyst class is: 20. (5) Reactant: [C:1]([O:5][C:6]([N:8]1[CH2:12][CH2:11][C:10](=[O:13])[CH2:9]1)=[O:7])([CH3:4])([CH3:3])[CH3:2].[CH3:14][Mg]Br. Product: [C:1]([O:5][C:6]([N:8]1[CH2:12][CH2:11][C:10]([OH:13])([CH3:14])[CH2:9]1)=[O:7])([CH3:4])([CH3:2])[CH3:3]. The catalyst class is: 27. (6) Reactant: C([O:3][C:4](=[O:14])[CH2:5][CH2:6][CH2:7][CH2:8][CH2:9][CH2:10][C:11]1[CH2:13][CH:12]=1)C.[CH:15]([NH2:18])([CH3:17])[CH3:16]. Product: [CH:15]([NH2:18])([CH3:17])[CH3:16].[C:11]1([CH2:10][CH2:9][CH2:8][CH2:7][CH2:6][CH2:5][C:4]([OH:14])=[O:3])[CH2:12][CH:13]=1. The catalyst class is: 28. (7) Reactant: [CH:1]1([C@@H:5]([NH:7][S:8]([C:10]([CH3:13])([CH3:12])[CH3:11])=[O:9])[CH3:6])[CH2:4][CH2:3][CH2:2]1.[H-].[Na+].Br[CH2:17][C:18]1[CH:23]=[CH:22][CH:21]=[CH:20][C:19]=1[CH3:24]. Product: [CH:1]1([C@@H:5]([N:7]([CH2:17][C:18]2[CH:23]=[CH:22][CH:21]=[CH:20][C:19]=2[CH3:24])[S:8]([C:10]([CH3:12])([CH3:11])[CH3:13])=[O:9])[CH3:6])[CH2:4][CH2:3][CH2:2]1. The catalyst class is: 3. (8) Reactant: C(OC([NH:8][C@@H:9]([CH2:22][C:23]1[CH:28]=[CH:27][CH:26]=[CH:25][C:24]=1[Cl:29])[CH2:10][O:11][C:12]1[CH:13]=[N:14][CH:15]=[C:16]([CH:21]=1)[C:17](OC)=O)=O)(C)(C)C.[CH3:30][O:31][C:32]1[CH:33]=[C:34]2[C:39](=[CH:40][C:41]=1[O:42][CH3:43])[N:38]=[CH:37][C:36]([C:44]#[N:45])=[C:35]2[CH3:46].[Li+].C[Si]([N-:52][Si](C)(C)C)(C)C.C(=O)=O. Product: [NH2:8][C@@H:9]([CH2:22][C:23]1[CH:28]=[CH:27][CH:26]=[CH:25][C:24]=1[Cl:29])[CH2:10][O:11][C:12]1[CH:21]=[C:16]([C:17]2[CH:46]=[C:35]3[C:36](=[C:44]([NH2:52])[N:45]=2)[CH:37]=[N:38][C:39]2[CH:40]=[C:41]([O:42][CH3:43])[C:32]([O:31][CH3:30])=[CH:33][C:34]3=2)[CH:15]=[N:14][CH:13]=1. The catalyst class is: 20. (9) Reactant: [Br:1][C:2]1[CH:10]=[CH:9][C:5]([C:6](O)=[O:7])=[CH:4][N:3]=1.[CH3:11][NH2:12]. Product: [Br:1][C:2]1[CH:10]=[CH:9][C:5]([C:6]([NH:12][CH3:11])=[O:7])=[CH:4][N:3]=1. The catalyst class is: 16.